Regression. Given a peptide amino acid sequence and an MHC pseudo amino acid sequence, predict their binding affinity value. This is MHC class II binding data. From a dataset of Peptide-MHC class II binding affinity with 134,281 pairs from IEDB. (1) The peptide sequence is FYKTLRAEQASQ. The MHC is DRB1_0405 with pseudo-sequence DRB1_0405. The binding affinity (normalized) is 0.248. (2) The peptide sequence is EKKQFAATQFEPLAA. The MHC is HLA-DPA10201-DPB10101 with pseudo-sequence HLA-DPA10201-DPB10101. The binding affinity (normalized) is 0.927. (3) The peptide sequence is QNRMKLADCAVGFGS. The MHC is HLA-DQA10501-DQB10301 with pseudo-sequence HLA-DQA10501-DQB10301. The binding affinity (normalized) is 0.343. (4) The peptide sequence is SMPFGKTPVLEIDGK. The MHC is DRB1_0802 with pseudo-sequence DRB1_0802. The binding affinity (normalized) is 0.192. (5) The peptide sequence is ARNLVPMVATVQGQN. The MHC is DRB5_0101 with pseudo-sequence DRB5_0101. The binding affinity (normalized) is 0.547. (6) The peptide sequence is KMFYKGVITHDVSSA. The MHC is DRB1_0101 with pseudo-sequence DRB1_0101. The binding affinity (normalized) is 0.846.